Dataset: Forward reaction prediction with 1.9M reactions from USPTO patents (1976-2016). Task: Predict the product of the given reaction. (1) Given the reactants [Br:1][C:2]1[C:3]([O:9][C@@H:10]2[CH2:14][CH2:13][O:12][CH2:11]2)=[N:4][C:5](Cl)=[N:6][CH:7]=1.Cl.[NH2:16][CH:17]1[CH2:22][CH2:21][C:20]([CH3:24])([OH:23])[CH2:19][CH2:18]1, predict the reaction product. The product is: [O:12]1[CH2:13][CH2:14][C@@H:10]([O:9][C:3]2[C:2]([Br:1])=[CH:7][N:6]=[C:5]([NH:16][CH:17]3[CH2:22][CH2:21][C:20]([CH3:24])([OH:23])[CH2:19][CH2:18]3)[N:4]=2)[CH2:11]1. (2) Given the reactants C([C:3]1[CH:9]=[C:8]([N+]([O-])=O)[CH:7]=[CH:6][C:4]=1[NH2:5])C.C([C:15]1[CH:20]=[C:19]([N+]([O-])=[O:22])[CH:18]=[CH:17][C:16]=1[N:24]=C=S)C.OCCN.O=S(Cl)[Cl:33], predict the reaction product. The product is: [NH2:5][C:4]1([CH2:3][OH:22])[CH2:6][CH2:7][CH2:8][CH2:9]1.[ClH:33].[NH2:24][C:16]1([CH2:15][Cl:33])[CH2:17][CH2:18][CH2:19][CH2:20]1. (3) Given the reactants [C:1]([O:5][C:6]([N-:8][S:9]([N:12]1[CH:17]=[CH:16][C:15](=[N+](C)C)[CH:14]=[CH:13]1)(=[O:11])=[O:10])=[O:7])([CH3:4])([CH3:3])[CH3:2].NCCCC[C@H]1[C:37](=[O:38])[NH:36][C@H:35]([CH2:39][C:40]2[CH:45]=[CH:44][C:43]([C:46]([F:49])([F:48])[F:47])=[CH:42][CH:41]=2)[C:34](=[O:50])[NH:33][C@@H:32]([CH:51]([CH2:53][CH3:54])[CH3:52])[C:31](=[O:55])[N:30]2[CH2:56][CH2:57][CH2:58][C@@H:29]2[C:28](=[O:59])[NH:27]1, predict the reaction product. The product is: [CH:51]([C@H:32]1[C:31](=[O:55])[N:30]2[CH2:56][CH2:57][CH2:58][C@@H:29]2[C:28](=[O:59])[NH:27][C@@H:13]([CH2:14][CH2:15][CH2:16][CH2:17][NH:12][S:9]([NH:8][C:6](=[O:7])[O:5][C:1]([CH3:2])([CH3:3])[CH3:4])(=[O:10])=[O:11])[C:37](=[O:38])[NH:36][C@H:35]([CH2:39][C:40]2[CH:45]=[CH:44][C:43]([C:46]([F:47])([F:48])[F:49])=[CH:42][CH:41]=2)[C:34](=[O:50])[NH:33]1)([CH2:53][CH3:54])[CH3:52]. (4) Given the reactants [Si](Cl)(C(C)(C)C)(C)C.CN(C)C=O.C(O)(=O)[CH2:15][C:16](CC(O)=O)(C(O)=O)[OH:17].[CH2:27]([O:34][C:35]([N:37]1[C:46]2[C:41](=[CH:42][CH:43]=[CH:44][CH:45]=2)[C@@H:40]([O:47][Si](C(C)(C)C)(C)C)[CH2:39][CH2:38]1)=[O:36])[C:28]1[CH:33]=[CH:32][CH:31]=[CH:30][CH:29]=1, predict the reaction product. The product is: [C:16]([O:47][C@H:40]1[C:45]2[C:46](=[CH:41][CH:42]=[CH:43][CH:44]=2)[N:37]([C:35]([O:34][CH2:27][C:28]2[CH:33]=[CH:32][CH:31]=[CH:30][CH:29]=2)=[O:36])[CH2:38][CH2:39]1)(=[O:17])[CH3:15]. (5) Given the reactants [NH2:1][NH:2][C:3]([C:5]1[C:10]([C:11]([F:14])([F:13])[F:12])=[CH:9][CH:8]=[CH:7][N:6]=1)=[NH:4].[N+:15]([C:18]1[CH:19]=[CH:20][C:21]([OH:26])=[C:22]([CH:25]=1)[CH:23]=O)([O-:17])=[O:16], predict the reaction product. The product is: [N+:15]([C:18]1[CH:19]=[CH:20][C:21]([OH:26])=[C:22]([C:23]2[NH:1][N:2]=[C:3]([C:5]3[C:10]([C:11]([F:12])([F:13])[F:14])=[CH:9][CH:8]=[CH:7][N:6]=3)[N:4]=2)[CH:25]=1)([O-:17])=[O:16]. (6) Given the reactants [O:1]1[C:5]2[CH:6]=[CH:7][CH:8]=[CH:9][C:4]=2[CH:3]=[C:2]1[C:10]1[N:14]2[N:15]=[C:16]([O:19][CH2:20][CH2:21][CH2:22][S:23](=[N:25][C:26]#[N:27])[CH3:24])[CH:17]=[CH:18][C:13]2=[N:12][CH:11]=1.S([O-])(O[O-])(=O)=[O:29].[K+].[K+].C(=O)([O-])[O-].[K+].[K+].S([O-])([O-])(=O)=S.[Na+].[Na+], predict the reaction product. The product is: [O:1]1[C:5]2[CH:6]=[CH:7][CH:8]=[CH:9][C:4]=2[CH:3]=[C:2]1[C:10]1[N:14]2[N:15]=[C:16]([O:19][CH2:20][CH2:21][CH2:22][S:23](=[N:25][C:26]#[N:27])([CH3:24])=[O:29])[CH:17]=[CH:18][C:13]2=[N:12][CH:11]=1.